Dataset: Forward reaction prediction with 1.9M reactions from USPTO patents (1976-2016). Task: Predict the product of the given reaction. (1) Given the reactants [CH:1]([C:3]1[C:4]([C:24]([F:27])([F:26])[F:25])=[N:5][N:6]([CH2:8][C:9]([NH:11][C:12]2[S:16][C:15]3[CH2:17][CH2:18][CH2:19][CH2:20][C:14]=3[C:13]=2[C:21]([NH2:23])=[O:22])=[O:10])[CH:7]=1)=[O:2].[CH3:28][Mg]Br.C(OCC)C, predict the reaction product. The product is: [OH:2][CH:1]([C:3]1[C:4]([C:24]([F:27])([F:25])[F:26])=[N:5][N:6]([CH2:8][C:9]([NH:11][C:12]2[S:16][C:15]3[CH2:17][CH2:18][CH2:19][CH2:20][C:14]=3[C:13]=2[C:21]([NH2:23])=[O:22])=[O:10])[CH:7]=1)[CH3:28]. (2) Given the reactants [NH2:1][CH2:2][C:3]1[CH:11]=[CH:10][C:6]([C:7]([OH:9])=[O:8])=[CH:5][CH:4]=1.C([N:14]([CH2:17][CH3:18])CC)C.[OH-].[Na+].[Cl:21][S:22]([C:25]1[CH:34]=[CH:33][CH:32]=[C:31]2[C:26]=1[CH:27]=[CH:28]C=C2NC(=O)C)(=[O:24])=[O:23].Cl, predict the reaction product. The product is: [ClH:21].[NH2:14][C:17]1[CH:18]=[C:31]2[C:26](=[CH:27][CH:28]=1)[C:25]([S:22]([NH:1][CH2:2][C:3]1[CH:4]=[CH:5][C:6]([C:7]([OH:9])=[O:8])=[CH:10][CH:11]=1)(=[O:24])=[O:23])=[CH:34][CH:33]=[CH:32]2. (3) Given the reactants [Br:1][C:2]1[C:3]([CH3:10])=[C:4]([NH2:9])[C:5]([NH2:8])=[N:6][CH:7]=1.[CH:11]([CH:13]=O)=O.O, predict the reaction product. The product is: [Br:1][C:2]1[CH:7]=[N:6][C:5]2=[N:8][CH:11]=[CH:13][N:9]=[C:4]2[C:3]=1[CH3:10]. (4) Given the reactants [S:1]1[C:5]2[CH:6]=[CH:7][CH:8]=[CH:9][C:4]=2[N:3]=[C:2]1[NH:10][C:11]([C:13]1[CH:14]=[CH:15][CH:16]=[C:17]2[C:22]=1[CH2:21][N:20]([C:23]1[N:28]=[C:27]([C:29]([O:31][C:32]([CH3:35])([CH3:34])[CH3:33])=[O:30])[C:26](Br)=[CH:25][CH:24]=1)[CH2:19][CH2:18]2)=[O:12].[CH2:37]([N:44]1[CH:48]=[C:47](B2OC(C)(C)C(C)(C)O2)[CH:46]=[N:45]1)[C:38]1[CH:43]=[CH:42][CH:41]=[CH:40][CH:39]=1.[F-].[Cs+], predict the reaction product. The product is: [S:1]1[C:5]2[CH:6]=[CH:7][CH:8]=[CH:9][C:4]=2[N:3]=[C:2]1[NH:10][C:11]([C:13]1[CH:14]=[CH:15][CH:16]=[C:17]2[C:22]=1[CH2:21][N:20]([C:23]1[N:28]=[C:27]([C:29]([O:31][C:32]([CH3:35])([CH3:34])[CH3:33])=[O:30])[C:26]([C:47]3[CH:46]=[N:45][N:44]([CH2:37][C:38]4[CH:43]=[CH:42][CH:41]=[CH:40][CH:39]=4)[CH:48]=3)=[CH:25][CH:24]=1)[CH2:19][CH2:18]2)=[O:12]. (5) Given the reactants Cl[CH2:2][C:3]1[CH:8]=[CH:7][C:6]([C:9]2[N:10]=[C:11]3[C:16](=[C:17]4[C:22]=2[CH:21]=[CH:20][CH:19]=[CH:18]4)[CH:15]=[CH:14][CH:13]=[CH:12]3)=[CH:5][CH:4]=1.[S:23]([O-:26])([O-:25])=[O:24].[Na+:27].[Na+], predict the reaction product. The product is: [Na+:27].[CH:15]1[C:16]2[C:11](=[N:10][C:9]([C:6]3[CH:7]=[CH:8][C:3]([CH2:2][S:23]([O-:26])(=[O:25])=[O:24])=[CH:4][CH:5]=3)=[C:22]3[C:17]=2[CH:18]=[CH:19][CH:20]=[CH:21]3)[CH:12]=[CH:13][CH:14]=1. (6) Given the reactants [N+:1]([C:4]1[CH:5]=[C:6]([OH:10])[CH:7]=[CH:8][CH:9]=1)([O-:3])=[O:2].O[CH2:12][CH2:13][O:14][CH2:15][CH2:16][NH:17][C:18](=[O:24])[O:19][C:20]([CH3:23])([CH3:22])[CH3:21].C1(P(C2C=CC=CC=2)C2C=CC=CC=2)C=CC=CC=1.N(/C(OC(C)C)=O)=N\C(OC(C)C)=O, predict the reaction product. The product is: [N+:1]([C:4]1[CH:5]=[C:6]([CH:7]=[CH:8][CH:9]=1)[O:10][CH2:12][CH2:13][O:14][CH2:15][CH2:16][NH:17][C:18](=[O:24])[O:19][C:20]([CH3:23])([CH3:22])[CH3:21])([O-:3])=[O:2]. (7) Given the reactants Cl.Cl.[NH:3]1[CH2:8][CH2:7][CH2:6][C@@H:5]([NH:9][C:10]2[CH:11]=[C:12]3[C:16](=[CH:17][CH:18]=2)[NH:15][N:14]=[CH:13]3)[CH2:4]1.[C:19]([O:27][CH2:28][CH2:29][O:30][C:31]1[CH:36]=[C:35]([CH:37]=O)[CH:34]=[CH:33][C:32]=1[CH3:39])(=[O:26])[C:20]1[CH:25]=[CH:24][CH:23]=[CH:22][CH:21]=1.C(O[BH-](OC(=O)C)OC(=O)C)(=O)C.[Na+], predict the reaction product. The product is: [C:19]([O:27][CH2:28][CH2:29][O:30][C:31]1[CH:36]=[C:35]([CH2:37][N:3]2[CH2:8][CH2:7][CH2:6][C@@H:5]([NH:9][C:10]3[CH:11]=[C:12]4[C:16](=[CH:17][CH:18]=3)[NH:15][N:14]=[CH:13]4)[CH2:4]2)[CH:34]=[CH:33][C:32]=1[CH3:39])(=[O:26])[C:20]1[CH:21]=[CH:22][CH:23]=[CH:24][CH:25]=1. (8) Given the reactants [CH3:1][C:2]1[N:3]=[C:4]([N:12]2[CH2:16][CH2:15][NH:14][C:13]2=[O:17])[S:5][C:6]=1[C:7]([O:9][CH2:10][CH3:11])=[O:8].Br[CH2:19][C:20]([O:22][CH2:23][CH3:24])=[O:21].C(=O)([O-])[O-].[K+].[K+], predict the reaction product. The product is: [CH2:23]([O:22][C:20](=[O:21])[CH2:19][N:14]1[CH2:15][CH2:16][N:12]([C:4]2[S:5][C:6]([C:7]([O:9][CH2:10][CH3:11])=[O:8])=[C:2]([CH3:1])[N:3]=2)[C:13]1=[O:17])[CH3:24]. (9) Given the reactants Cl.[NH2:2][C:3]1[C:4]([CH3:28])=[C:5]2[C:10]([NH:11][C:12]3[CH:17]=[CH:16][C:15]([O:18][C:19]4[CH:24]=[CH:23][CH:22]=[CH:21][CH:20]=4)=[CH:14][CH:13]=3)=[C:9]([C:25]#[N:26])[CH:8]=[N:7][N:6]2[CH:27]=1.[F:29][C:30]1[CH:38]=[CH:37][CH:36]=[CH:35][C:31]=1[C:32](O)=[O:33].C1CN([P+](ON2N=NC3C=CC=CC2=3)(N2CCCC2)N2CCCC2)CC1.F[P-](F)(F)(F)(F)F.CCN(C(C)C)C(C)C, predict the reaction product. The product is: [C:25]([C:9]1[CH:8]=[N:7][N:6]2[CH:27]=[C:3]([NH:2][C:32](=[O:33])[C:31]3[CH:35]=[CH:36][CH:37]=[CH:38][C:30]=3[F:29])[C:4]([CH3:28])=[C:5]2[C:10]=1[NH:11][C:12]1[CH:13]=[CH:14][C:15]([O:18][C:19]2[CH:24]=[CH:23][CH:22]=[CH:21][CH:20]=2)=[CH:16][CH:17]=1)#[N:26]. (10) The product is: [CH:9]1([S:12][C:13]2[CH:18]=[CH:17][C:16]([C:5](=[O:7])[CH3:6])=[CH:15][CH:14]=2)[CH2:11][CH2:10]1. Given the reactants [Cl-].[Cl-].[Cl-].[Al+3].[C:5](Cl)(=[O:7])[CH3:6].[CH:9]1([S:12][C:13]2[CH:18]=[CH:17][CH:16]=[CH:15][CH:14]=2)[CH2:11][CH2:10]1, predict the reaction product.